This data is from Catalyst prediction with 721,799 reactions and 888 catalyst types from USPTO. The task is: Predict which catalyst facilitates the given reaction. (1) Reactant: C(=O)([O-])[O-].[K+].[K+].[CH:7]([N:10]=[C:11]=[O:12])([CH3:9])[CH3:8].[Cl:13][C:14]1[C:15]([O:24][C:25]2[CH:29]=[C:28]([CH3:30])[NH:27][N:26]=2)=[N:16][CH:17]=[C:18]([C:20]([F:23])([F:22])[F:21])[CH:19]=1.Cl. Product: [CH:7]([NH:10][C:11]([N:27]1[C:28]([CH3:30])=[CH:29][C:25]([O:24][C:15]2[C:14]([Cl:13])=[CH:19][C:18]([C:20]([F:23])([F:22])[F:21])=[CH:17][N:16]=2)=[N:26]1)=[O:12])([CH3:9])[CH3:8]. The catalyst class is: 13. (2) Reactant: [F:1][C:2]1[C:3]([NH:21][CH:22]2[CH2:27][CH2:26][CH2:25][N:24]([C:28](=[O:32])[CH2:29][C:30]#[N:31])[CH2:23]2)=[N:4][C:5]([NH:8][C:9]2[CH:10]=[N:11][C:12]([N:15]3[CH2:20][CH2:19][O:18][CH2:17][CH2:16]3)=[CH:13][CH:14]=2)=[N:6][CH:7]=1.[CH:33]1([CH:36]=O)[CH2:35][CH2:34]1.C(O)(=O)C.N1CCCCC1. The catalyst class is: 1. Product: [CH:33]1([CH:36]=[C:29]([C:28]([N:24]2[CH2:25][CH2:26][CH2:27][CH:22]([NH:21][C:3]3[C:2]([F:1])=[CH:7][N:6]=[C:5]([NH:8][C:9]4[CH:10]=[N:11][C:12]([N:15]5[CH2:16][CH2:17][O:18][CH2:19][CH2:20]5)=[CH:13][CH:14]=4)[N:4]=3)[CH2:23]2)=[O:32])[C:30]#[N:31])[CH2:35][CH2:34]1. (3) Reactant: [CH3:1][C:2]1[CH:7]=[CH:6][N:5]=[CH:4][C:3]=1[N:8]1[CH2:12][CH2:11][NH:10][C:9]1=[O:13].Br[C:15]1[CH:20]=[CH:19][C:18]([F:21])=[C:17]([F:22])[CH:16]=1.N[C@@H]1CCCC[C@H]1N.C(=O)([O-])[O-].[K+].[K+]. Product: [F:21][C:18]1[CH:19]=[C:20]([N:10]2[CH2:11][CH2:12][N:8]([C:3]3[CH:4]=[N:5][CH:6]=[CH:7][C:2]=3[CH3:1])[C:9]2=[O:13])[CH:15]=[CH:16][C:17]=1[F:22]. The catalyst class is: 246. (4) Reactant: [CH:1]1([O:6][CH2:7][C:8]2[O:12][N:11]=[C:10]([C:13]([O:15]CC)=[O:14])[CH:9]=2)[CH2:5][CH2:4][CH2:3][CH2:2]1.C(O)C.[OH-].[K+]. Product: [CH:1]1([O:6][CH2:7][C:8]2[O:12][N:11]=[C:10]([C:13]([OH:15])=[O:14])[CH:9]=2)[CH2:2][CH2:3][CH2:4][CH2:5]1. The catalyst class is: 6. (5) Product: [C:1]([O:5][C:6]([NH:8][CH:9]([C:13]1[CH:18]=[CH:17][C:16]([F:19])=[CH:15][CH:14]=1)[C:10]([O:12][C@@H:47]1[CH:48]2[CH2:51][CH2:52][N:45]([CH2:50][CH2:49]2)[CH2:46]1)=[O:11])=[O:7])([CH3:4])([CH3:2])[CH3:3]. Reactant: [C:1]([O:5][C:6]([NH:8][CH:9]([C:13]1[CH:18]=[CH:17][C:16]([F:19])=[CH:15][CH:14]=1)[C:10]([OH:12])=[O:11])=[O:7])([CH3:4])([CH3:3])[CH3:2].C(=NC1CCCCC1)=NC1CCCCC1.N1(O)C2C=CC=CC=2N=N1.[N:45]12[CH2:52][CH2:51][CH:48]([CH2:49][CH2:50]1)[C@@H:47](O)[CH2:46]2. The catalyst class is: 1. (6) Product: [Br:23][CH2:2][C:3]1[C:16]([N+:17]([O-:19])=[O:18])=[CH:15][C:6]([O:7][CH2:8][CH2:9][CH2:10][C:11]([O:13][CH3:14])=[O:12])=[C:5]([O:20][CH3:21])[CH:4]=1. The catalyst class is: 1. Reactant: O[CH2:2][C:3]1[C:16]([N+:17]([O-:19])=[O:18])=[CH:15][C:6]([O:7][CH2:8][CH2:9][CH2:10][C:11]([O:13][CH3:14])=[O:12])=[C:5]([O:20][CH3:21])[CH:4]=1.P(Br)(Br)[Br:23].